From a dataset of Catalyst prediction with 721,799 reactions and 888 catalyst types from USPTO. Predict which catalyst facilitates the given reaction. (1) Reactant: [Cl:1][C:2]1[C:7]([N:8]2[CH2:13][CH2:12][CH:11]([C:14]3[CH:19]=[C:18]([Cl:20])[CH:17]=[C:16]([Cl:21])[CH:15]=3)[CH2:10][CH2:9]2)=[CH:6][N:5]=[N:4][C:3]=1[NH:22][NH:23][C:24](=O)[CH2:25][C:26]([F:29])([F:28])[F:27].P(Cl)(Cl)(Cl)=O. Product: [Cl:1][C:2]1[C:3]2[N:4]([C:24]([CH2:25][C:26]([F:29])([F:28])[F:27])=[N:23][N:22]=2)[N:5]=[CH:6][C:7]=1[N:8]1[CH2:13][CH2:12][CH:11]([C:14]2[CH:19]=[C:18]([Cl:20])[CH:17]=[C:16]([Cl:21])[CH:15]=2)[CH2:10][CH2:9]1. The catalyst class is: 10. (2) Reactant: CO[C:3]1[CH:4]=[C:5]2[C:9](=[CH:10][CH:11]=1)[NH:8][C:7]([C:12]([OH:14])=O)=[CH:6]2.Cl.[CH3:16][N:17](C)[CH2:18][CH2:19]CN=C=NCC.ON1C2C=CC=CC=2N=N1.[CH3:37][CH2:38][N:39]([CH2:42][CH3:43])[CH2:40][CH3:41].N1C=CC(N2CCC([O:55][C:56]3[CH:61]=[CH:60][C:59]([NH2:62])=[CH:58][N:57]=3)C2)=CC=1.[C:63]([O-])(O)=[O:64].[Na+]. Product: [N:17]1[CH:18]=[CH:19][C:38]([N:39]2[CH2:42][CH2:43][CH2:41][CH:40]2[O:55][C:56]2[CH:61]=[CH:60][C:59]([NH:62][C:12]([C:7]3[NH:8][C:9]4[C:5]([CH:6]=3)=[CH:4][CH:3]=[C:11]([O:64][CH3:63])[CH:10]=4)=[O:14])=[CH:58][N:57]=2)=[CH:37][CH:16]=1. The catalyst class is: 3. (3) Reactant: [C:1]([O:5][C:6](=[O:16])[NH:7][CH2:8][CH2:9][CH:10]1[CH2:15][CH2:14][NH:13][CH2:12][CH2:11]1)([CH3:4])([CH3:3])[CH3:2].C(=O)(O)[O-].[Na+].[C:22](Cl)(=[O:33])[O:23][CH2:24][C:25]1[CH:30]=[C:29]([Cl:31])[CH:28]=[C:27]([Cl:32])[CH:26]=1.[OH-].[Na+]. Product: [C:1]([O:5][C:6]([NH:7][CH2:8][CH2:9][CH:10]1[CH2:11][CH2:12][N:13]([C:22]([O:23][CH2:24][C:25]2[CH:26]=[C:27]([Cl:32])[CH:28]=[C:29]([Cl:31])[CH:30]=2)=[O:33])[CH2:14][CH2:15]1)=[O:16])([CH3:4])([CH3:2])[CH3:3]. The catalyst class is: 2. (4) Reactant: [CH3:1][C:2]([CH3:6])([CH3:5])[CH2:3][OH:4].[H-].[Na+].[Br:9][C:10]1[CH:11]=[CH:12][C:13](F)=[C:14]([CH:17]=1)[C:15]#[N:16]. Product: [Br:9][C:10]1[CH:11]=[CH:12][C:13]([O:4][CH2:3][C:2]([CH3:6])([CH3:5])[CH3:1])=[C:14]([CH:17]=1)[C:15]#[N:16]. The catalyst class is: 3.